This data is from Reaction yield outcomes from USPTO patents with 853,638 reactions. The task is: Predict the reaction yield, written as a fraction of the theoretical maximum amount of product (1.0 means a 100% yield; for example, 0.34 means a 34% yield). The reactants are [NH:1]1[CH2:6][CH2:5][CH:4]([CH2:7][CH2:8][OH:9])[CH2:3][CH2:2]1.CCN(CC)CC.[F:17][C:18]([F:29])([F:28])[C:19](O[C:19](=[O:20])[C:18]([F:29])([F:28])[F:17])=[O:20]. The catalyst is ClCCl. The product is [F:17][C:18]([F:29])([F:28])[C:19]([N:1]1[CH2:6][CH2:5][CH:4]([CH2:7][CH2:8][OH:9])[CH2:3][CH2:2]1)=[O:20]. The yield is 0.550.